From a dataset of Peptide-MHC class II binding affinity with 134,281 pairs from IEDB. Regression. Given a peptide amino acid sequence and an MHC pseudo amino acid sequence, predict their binding affinity value. This is MHC class II binding data. (1) The peptide sequence is WTGGGSDKALAAATP. The MHC is DRB3_0202 with pseudo-sequence DRB3_0202. The binding affinity (normalized) is 0. (2) The peptide sequence is STHMWFSRAVAQSIL. The MHC is DRB1_1501 with pseudo-sequence DRB1_1501. The binding affinity (normalized) is 0.766. (3) The peptide sequence is GELQQVDKIDAAFKI. The MHC is DRB1_0701 with pseudo-sequence DRB1_0701. The binding affinity (normalized) is 0.734. (4) The peptide sequence is KEYSHCAWTIVRVEI. The MHC is DRB1_1501 with pseudo-sequence DRB1_1501. The binding affinity (normalized) is 0.331. (5) The peptide sequence is DVTITAPGDSPNTDG. The MHC is DRB4_0101 with pseudo-sequence DRB4_0103. The binding affinity (normalized) is 0. (6) The peptide sequence is ISSQYYIQQNGNLCY. The MHC is DRB1_1302 with pseudo-sequence DRB1_1302. The binding affinity (normalized) is 0.681. (7) The peptide sequence is MNDTGPILRLLVLAI. The MHC is DRB1_0101 with pseudo-sequence DRB1_0101. The binding affinity (normalized) is 0.528. (8) The peptide sequence is SQDLELSWNLNGLQDY. The MHC is DRB1_0401 with pseudo-sequence DRB1_0401. The binding affinity (normalized) is 0.408. (9) The peptide sequence is AGRFEVHAQTVEDEA. The MHC is HLA-DPA10301-DPB10402 with pseudo-sequence HLA-DPA10301-DPB10402. The binding affinity (normalized) is 0.106. (10) The peptide sequence is GVTYLALLAAFKVRP. The MHC is DRB1_0101 with pseudo-sequence DRB1_0101. The binding affinity (normalized) is 0.645.